This data is from Experimentally validated miRNA-target interactions with 360,000+ pairs, plus equal number of negative samples. The task is: Binary Classification. Given a miRNA mature sequence and a target amino acid sequence, predict their likelihood of interaction. (1) The miRNA is mmu-miR-28b with sequence AGGAGCUCACAAUCUAUUUAG. The protein sequence of the target gene is MRSLLLFTFSACVLLARVLLAGGASSGAGDTRPGSRRRAREALAAQKIEVLVLLPRDDSYLFSLARVRPAIEYALRSVEGNGTGRKLLPPGTRFQVAYEDSDCGNRALFSLVDRVAAARGAKPDLILGPVCEYAAAPVARLASHWDLPMLSAGALAAGFQHKDTEYSHLTRVAPAYAKMGEMMLALFRHHHWSRAALVYSDDKLERNCYFTLEGVHEVFQEEGLHTSAYNFDETKDLDLDDIVRYIQGSERVVIMCASGDTIRRIMLAVHRHGMTSGDYAFFNIELFNSSSYGDGSWRRG.... Result: 0 (no interaction). (2) The protein sequence of the target gene is MAVSTGVKVPRNFRLLEELEEGQKGVGDGTVSWGLEDDEDMTLTRWTGMIIGPPRTNYENRIYSLKVECGSKYPEAPPSVRFVTKINMNGINNSSGMVDARSIPVLAKWQNSYSIKVILQELRRLMMSKENMKLPQPPEGQTYNN. Result: 1 (interaction). The miRNA is mmu-miR-290a-5p with sequence ACUCAAACUAUGGGGGCACUUU. (3) Result: 1 (interaction). The protein sequence of the target gene is MSGDEMIFDPTMSKKKKKKKKPFMLDEEGDAQTEETQPSETKEVEPEPTEEKDVDADEEDSRKKDASDDLDDLNFFNQKKKKKKTKKIFDIDEAEEAIKDVKIESDAQEPAEPEDDLDIMLGNKKKKKKNVKFPEEDEILEKDEALEDEDSKKDDGISFSSQTAWAGSERDYTYEELLNRVFNIMREKNPDMVAGEKRKFVMKPPQVVRVGTKKTSFVNFTDICKLLHRQPKHLLAFLLAELGTSGSIDGNNQLVIKGRFQQKQIENVLRRYIKEYVTCHTCRSPDTILQKDTRLYFLQC.... The miRNA is mmu-miR-5101 with sequence UUUGUUUGUUUUGCUGAUGCAG. (4) The miRNA is hsa-miR-671-5p with sequence AGGAAGCCCUGGAGGGGCUGGAG. The protein sequence of the target gene is MSSKPEPKDVHQLNGTGPSASPCSSDGPGREPLAGTSEFLGPDGAGVEVVIESRANAKGVREEDALLENGSQSNESDDVSTDRGPAPPSPLKETSFSIGLQVLFPFLLAGFGTVAAGMVLDIVQHWEVFQKVTEVFILVPALLGLKGNLEMTLASRLSTAANIGHMDTPKELWRMITGNMALIQVQATVVGFLASIAAVVFGWIPDGHFSIPHAFLLCASSVATAFIASLVLGMIMIGVIIGSRKIGINPDNVATPIAASLGDLITLALLSGISWGLYLELNHWRYIYPLVCAFFVALLP.... Result: 0 (no interaction). (5) The miRNA is hsa-miR-299-5p with sequence UGGUUUACCGUCCCACAUACAU. The protein sequence of the target gene is MAPTKPSFQQDPSRRERITAQHPLPNQSECRKIYRYDGIYCESTYQNLQALRKEKSRDAARSRRGKENFEFYELAKLLPLPAAITSQLDKASIIRLTISYLKMRDFANQGDPPWNLRMEGPPPNTSVKVIGAQRRRSPSALAIEVFEAHLGSHILQSLDGFVFALNQEGKFLYISETVSIYLGLSQVELTGSSVFDYVHPGDHVEMAEQLGMKLPPGRGLLSQGTAEDGASSASSSSQSETPEPVESTSPSLLTTDNTLERSFFIRMKSTLTKRGVHIKSSGYKVIHITGRLRLRVSLSH.... Result: 0 (no interaction).